This data is from NCI-60 drug combinations with 297,098 pairs across 59 cell lines. The task is: Regression. Given two drug SMILES strings and cell line genomic features, predict the synergy score measuring deviation from expected non-interaction effect. (1) Drug 1: C1=CC(=CC=C1C#N)C(C2=CC=C(C=C2)C#N)N3C=NC=N3. Drug 2: C1=CN(C(=O)N=C1N)C2C(C(C(O2)CO)O)O.Cl. Cell line: 786-0. Synergy scores: CSS=29.3, Synergy_ZIP=-1.77, Synergy_Bliss=0.395, Synergy_Loewe=-10.00, Synergy_HSA=-2.71. (2) Synergy scores: CSS=48.7, Synergy_ZIP=0.596, Synergy_Bliss=1.17, Synergy_Loewe=-22.9, Synergy_HSA=0.250. Drug 2: N.N.Cl[Pt+2]Cl. Drug 1: COC1=NC(=NC2=C1N=CN2C3C(C(C(O3)CO)O)O)N. Cell line: OVCAR-4. (3) Drug 1: CC1=C(C=C(C=C1)NC2=NC=CC(=N2)N(C)C3=CC4=NN(C(=C4C=C3)C)C)S(=O)(=O)N.Cl. Drug 2: CC1=C(C=C(C=C1)NC(=O)C2=CC=C(C=C2)CN3CCN(CC3)C)NC4=NC=CC(=N4)C5=CN=CC=C5. Cell line: MCF7. Synergy scores: CSS=-2.95, Synergy_ZIP=3.18, Synergy_Bliss=3.29, Synergy_Loewe=-0.0478, Synergy_HSA=-0.798. (4) Drug 1: CC12CCC3C(C1CCC2=O)CC(=C)C4=CC(=O)C=CC34C. Drug 2: C1=C(C(=O)NC(=O)N1)F. Cell line: COLO 205. Synergy scores: CSS=84.9, Synergy_ZIP=0.302, Synergy_Bliss=-1.75, Synergy_Loewe=0.177, Synergy_HSA=0.308. (5) Drug 1: C1CN(CCN1C(=O)CCBr)C(=O)CCBr. Drug 2: CC1=C(C(=O)C2=C(C1=O)N3CC4C(C3(C2COC(=O)N)OC)N4)N. Cell line: HOP-62. Synergy scores: CSS=56.5, Synergy_ZIP=-6.68, Synergy_Bliss=-5.94, Synergy_Loewe=0.928, Synergy_HSA=1.52.